This data is from Forward reaction prediction with 1.9M reactions from USPTO patents (1976-2016). The task is: Predict the product of the given reaction. (1) The product is: [CH:28]1([NH:34][C:35]2[CH:36]=[C:37]([C:18]3[CH:19]=[CH:20][C:15]([O:14][CH2:13][CH2:12][N:4]([CH2:3][C@H:2]([OH:1])[C:22]4[CH:27]=[CH:26][CH:25]=[CH:24][CH:23]=4)[C:5](=[O:11])[O:6][C:7]([CH3:10])([CH3:9])[CH3:8])=[CH:16][CH:17]=3)[CH:38]=[CH:39][C:40]=2[C:41]([NH:43][S:44]([CH2:47][CH2:48][CH2:49][OH:50])(=[O:46])=[O:45])=[O:42])[CH2:29][CH2:30][CH2:31][CH2:32][CH2:33]1. Given the reactants [OH:1][C@H:2]([C:22]1[CH:27]=[CH:26][CH:25]=[CH:24][CH:23]=1)[CH2:3][N:4]([CH2:12][CH2:13][O:14][C:15]1[CH:20]=[CH:19][C:18](I)=[CH:17][CH:16]=1)[C:5](=[O:11])[O:6][C:7]([CH3:10])([CH3:9])[CH3:8].[CH:28]1([NH:34][C:35]2[CH:36]=[C:37](B(O)O)[CH:38]=[CH:39][C:40]=2[C:41]([NH:43][S:44]([CH2:47][CH2:48][CH2:49][OH:50])(=[O:46])=[O:45])=[O:42])[CH2:33][CH2:32][CH2:31][CH2:30][CH2:29]1.C(=O)([O-])[O-].[Na+].[Na+].Cl, predict the reaction product. (2) Given the reactants [Cl:1][C:2]1[CH:3]=[C:4]([CH:9]=[CH:10][C:11]=1[OH:12])[C:5]([O:7][CH3:8])=[O:6].C(=O)([O-])[O-].[K+].[K+].I[CH:20]([CH3:22])[CH3:21].C(OCC)(=O)C, predict the reaction product. The product is: [Cl:1][C:2]1[CH:3]=[C:4]([CH:9]=[CH:10][C:11]=1[O:12][CH:20]([CH3:22])[CH3:21])[C:5]([O:7][CH3:8])=[O:6]. (3) Given the reactants [C:1]([C:4]1[C:9]2[S:10][C:11]([C:14]([NH:16][C:17]3[CH:26]=[CH:25][C:24]4[C:19](=[CH:20][CH:21]=[CH:22][C:23]=4[CH2:27][O:28][CH3:29])[N:18]=3)=[O:15])=[C:12]([CH3:13])[C:8]=2[C:7]([CH2:30][O:31][CH3:32])=[CH:6][CH:5]=1)(=[O:3])[CH3:2].[CH3:33][S:34]([OH:37])(=[O:36])=[O:35].CO.C(Cl)(Cl)Cl.C(OC(C)C)(C)C, predict the reaction product. The product is: [CH3:33][S:34]([OH:37])(=[O:36])=[O:35].[C:1]([C:4]1[C:9]2[S:10][C:11]([C:14]([NH:16][C:17]3[CH:26]=[CH:25][C:24]4[C:19](=[CH:20][CH:21]=[CH:22][C:23]=4[CH2:27][O:28][CH3:29])[N:18]=3)=[O:15])=[C:12]([CH3:13])[C:8]=2[C:7]([CH2:30][O:31][CH3:32])=[CH:6][CH:5]=1)(=[O:3])[CH3:2]. (4) The product is: [Cl:20][C:10]1[C:9]2[C:4](=[CH:5][CH:6]=[C:7]([C:21]([C:33]3[N:37]([CH3:38])[CH:36]=[N:35][CH:34]=3)([C:23]3[CH:24]=[N:25][C:26]([C:29]([F:30])([F:31])[F:32])=[CH:27][CH:28]=3)[OH:22])[CH:8]=2)[N:3]=[C:2]([O:39][CH2:40][CH3:41])[C:11]=1[O:12][C:13]1[CH:18]=[CH:17][C:16]([F:19])=[CH:15][CH:14]=1. Given the reactants Cl[C:2]1[C:11]([O:12][C:13]2[CH:18]=[CH:17][C:16]([F:19])=[CH:15][CH:14]=2)=[C:10]([Cl:20])[C:9]2[C:4](=[CH:5][CH:6]=[C:7]([C:21]([C:33]3[N:37]([CH3:38])[CH:36]=[N:35][CH:34]=3)([C:23]3[CH:24]=[N:25][C:26]([C:29]([F:32])([F:31])[F:30])=[CH:27][CH:28]=3)[OH:22])[CH:8]=2)[N:3]=1.[O-:39][CH2:40][CH3:41].[Na+], predict the reaction product. (5) Given the reactants [C:1]([O:5][C:6](=[O:9])[CH:7]=[CH2:8])([CH3:4])([CH3:3])[CH3:2].[C:10]([OH:15])(=[O:14])[C:11]([CH3:13])=[CH2:12].[C:16]([O-:21])(=[O:20])[C:17]([CH3:19])=[CH2:18].N(C(C)(C)C#N)=NC(C)(C)C#N, predict the reaction product. The product is: [C:1]([O:5][C:6](=[O:9])[CH:7]=[CH2:8])([CH3:4])([CH3:3])[CH3:2].[C:10]([OH:15])(=[O:14])[C:11]([CH3:13])=[CH2:12].[C:16]([O-:21])(=[O:20])[C:17]([CH3:19])=[CH2:18].